This data is from Reaction yield outcomes from USPTO patents with 853,638 reactions. The task is: Predict the reaction yield, written as a fraction of the theoretical maximum amount of product (1.0 means a 100% yield; for example, 0.34 means a 34% yield). The reactants are [F:1][C:2]1[CH:9]=[CH:8][CH:7]=[C:6]([NH:10][CH3:11])[C:3]=1[C:4]#[N:5].[Li+].C[Si]([N-][Si](C)(C)C)(C)C.[CH3:22][S:23](Cl)(=[O:25])=[O:24]. The catalyst is C1COCC1. The product is [C:4]([C:3]1[C:2]([F:1])=[CH:9][CH:8]=[CH:7][C:6]=1[N:10]([CH3:11])[S:23]([CH3:22])(=[O:25])=[O:24])#[N:5]. The yield is 0.700.